Dataset: Catalyst prediction with 721,799 reactions and 888 catalyst types from USPTO. Task: Predict which catalyst facilitates the given reaction. (1) Reactant: [CH:1](=[S:3])[CH3:2].[C:4]([CH2:6][C:7]([NH2:9])=[O:8])#[N:5]. Product: [NH2:5][C:4]1[S:3][CH:1]=[CH:2][C:6]=1[C:7]([NH2:9])=[O:8]. The catalyst class is: 8. (2) Reactant: [Br:1][C:2]1[CH:3]=[C:4]2[C:9](=[CH:10][CH:11]=1)[N:8]=[C:7]([NH:12][C:13]([CH3:16])([CH3:15])[CH3:14])[C:6]([C:17](=[O:30])[CH2:18][C:19]1[CH:24]=[C:23]([CH2:25][C:26]([CH3:29])([CH3:28])[CH3:27])[N:22]=[CH:21][N:20]=1)=[CH:5]2.C(=O)([O-])[O-].[K+].[K+].Br[CH2:38][CH2:39][CH2:40]Cl. Product: [Br:1][C:2]1[CH:3]=[C:4]2[C:9](=[CH:10][CH:11]=1)[N:8]=[C:7]([NH:12][C:13]([CH3:15])([CH3:16])[CH3:14])[C:6]([C:17]1[O:30][CH2:40][CH2:39][CH2:38][C:18]=1[C:19]1[CH:24]=[C:23]([CH2:25][C:26]([CH3:29])([CH3:28])[CH3:27])[N:22]=[CH:21][N:20]=1)=[CH:5]2. The catalyst class is: 21. (3) Reactant: [CH3:1][C:2]([CH3:37])([CH3:36])[C:3]([NH:5][C:6]1[CH:7]=[C:8]([C:13]2[N:14]=[C:15]3[N:20]([CH:21]=2)[N:19]=[C:18]([NH:22][C:23]([C:25]2[CH:26]=[C:27]([CH:31]=[CH:32][C:33](O)=[O:34])[CH:28]=[CH:29][CH:30]=2)=[O:24])[CH:17]=[CH:16]3)[CH:9]=[CH:10][C:11]=1[CH3:12])=[O:4].[O:38]1[CH2:43][CH2:42][CH2:41][CH2:40][CH:39]1[O:44][NH2:45].C(N(CC)CC)C.F[P-](F)(F)(F)(F)F.N1(O[P+](N(C)C)(N(C)C)N(C)C)C2C=CC=CC=2N=N1. Product: [CH3:1][C:2]([CH3:37])([CH3:36])[C:3]([NH:5][C:6]1[CH:7]=[C:8]([C:13]2[N:14]=[C:15]3[N:20]([CH:21]=2)[N:19]=[C:18]([NH:22][C:23](=[O:24])[C:25]2[CH:30]=[CH:29][CH:28]=[C:27]([CH:31]=[CH:32][C:33](=[O:34])[NH:45][O:44][CH:39]4[CH2:40][CH2:41][CH2:42][CH2:43][O:38]4)[CH:26]=2)[CH:17]=[CH:16]3)[CH:9]=[CH:10][C:11]=1[CH3:12])=[O:4]. The catalyst class is: 10. (4) Reactant: [Cl:1][C:2]1[CH:3]=[C:4]([S:9]([N:12]2[CH2:20][CH2:19][CH2:18][C@H:13]2[C:14]([O:16]C)=[O:15])(=[O:11])=[O:10])[CH:5]=[C:6]([Cl:8])[CH:7]=1.[OH-].[Na+].CC(O)=O. Product: [Cl:1][C:2]1[CH:3]=[C:4]([S:9]([N:12]2[CH2:20][CH2:19][CH2:18][C@H:13]2[C:14]([OH:16])=[O:15])(=[O:10])=[O:11])[CH:5]=[C:6]([Cl:8])[CH:7]=1. The catalyst class is: 8. (5) Product: [Cl:21][C:22]1[CH:28]=[CH:27][CH:26]=[CH:25][C:23]=1[NH:24][C:2]1[C:3]([N+:18]([O-:20])=[O:19])=[C:4]([N:12]2[CH2:17][CH2:16][O:15][CH2:14][CH2:13]2)[N:5]=[C:6]([S:8][CH2:9][CH2:10][CH3:11])[N:7]=1. The catalyst class is: 32. Reactant: Cl[C:2]1[N:7]=[C:6]([S:8][CH2:9][CH2:10][CH3:11])[N:5]=[C:4]([N:12]2[CH2:17][CH2:16][O:15][CH2:14][CH2:13]2)[C:3]=1[N+:18]([O-:20])=[O:19].[Cl:21][C:22]1[CH:28]=[CH:27][CH:26]=[CH:25][C:23]=1[NH2:24].C(N(CC)C(C)C)(C)C. (6) Reactant: [F:1][C:2]1[CH:7]=[CH:6][CH:5]=[C:4]([F:8])[C:3]=1[C:9]1[O:10][C:11]([C:17]2[CH:22]=[CH:21][C:20]([N:23]3[CH2:28][CH2:27][NH:26][CH2:25][CH2:24]3)=[CH:19][CH:18]=2)=[C:12]([C:14]([NH2:16])=[O:15])[N:13]=1.C(N(CC)CC)C.[C:36](Cl)(=[O:38])[CH3:37]. Product: [C:36]([N:26]1[CH2:25][CH2:24][N:23]([C:20]2[CH:19]=[CH:18][C:17]([C:11]3[O:10][C:9]([C:3]4[C:4]([F:8])=[CH:5][CH:6]=[CH:7][C:2]=4[F:1])=[N:13][C:12]=3[C:14]([NH2:16])=[O:15])=[CH:22][CH:21]=2)[CH2:28][CH2:27]1)(=[O:38])[CH3:37]. The catalyst class is: 2. (7) Reactant: [Cl:1][C:2]1[C:3]([C:8]2[CH:13]=[CH:12][C:11]([CH2:14][C:15]([OH:17])=[O:16])=[CH:10][CH:9]=2)=[N:4][CH:5]=[CH:6][N:7]=1.[C:18](=O)([O-])[O-].[K+].[K+].IC. Product: [Cl:1][C:2]1[C:3]([C:8]2[CH:9]=[CH:10][C:11]([CH2:14][C:15]([O:17][CH3:18])=[O:16])=[CH:12][CH:13]=2)=[N:4][CH:5]=[CH:6][N:7]=1. The catalyst class is: 85. (8) Reactant: [Cl:1][C:2]1[N:3]=[CH:4][NH:5][C:6]=1[Cl:7].[OH-].[K+].[Br:10][CH2:11][CH3:12].[K+].[Br-].BrCC[C:18]1[C:27]2[C:22](=[CH:23][CH:24]=[CH:25][CH:26]=2)[CH:21]=[CH:20][CH:19]=1. Product: [Br-:10].[CH2:26]([N+:3]1[C:2]([Cl:1])=[C:6]([Cl:7])[N:5]([C:26]2[C:27]3[C:22](=[CH:21][CH:20]=[CH:19][CH:18]=3)[CH:23]=[CH:24][C:25]=2[CH2:11][CH3:12])[CH:4]=1)[CH2:27][CH2:18][CH2:19][CH2:20][CH2:21][CH2:22][CH3:23]. The catalyst class is: 10. (9) Reactant: [Cl:1][C:2]1[CH:3]=[C:4]([C:9]2[CH2:13][C:12]([CH2:19][OH:20])([C:14]([O:16]CC)=[O:15])[O:11][N:10]=2)[CH:5]=[C:6]([Cl:8])[CH:7]=1.[OH-].[Na+]. Product: [Cl:1][C:2]1[CH:3]=[C:4]([C:9]2[CH2:13][C:12]([CH2:19][OH:20])([C:14]([OH:16])=[O:15])[O:11][N:10]=2)[CH:5]=[C:6]([Cl:8])[CH:7]=1. The catalyst class is: 24. (10) Reactant: C([O:8][C:9]1[CH:10]=[CH:11][C:12]([C:15]2[N:19]([C:20]3[CH:25]=[CH:24][CH:23]=[CH:22][CH:21]=3)[N:18]=[C:17]([C:26]([O:28][CH2:29][CH3:30])=[O:27])[CH:16]=2)=[N:13][CH:14]=1)C1C=CC=CC=1. Product: [OH:8][C:9]1[CH:10]=[CH:11][C:12]([C:15]2[N:19]([C:20]3[CH:25]=[CH:24][CH:23]=[CH:22][CH:21]=3)[N:18]=[C:17]([C:26]([O:28][CH2:29][CH3:30])=[O:27])[CH:16]=2)=[N:13][CH:14]=1. The catalyst class is: 696.